The task is: Binary Classification. Given a drug SMILES string, predict its activity (active/inactive) in a high-throughput screening assay against a specified biological target.. This data is from Cav3 T-type calcium channel HTS with 100,875 compounds. The drug is O=C1N(C(=O)N(C(=O)/C1=C\NCCCNC1CCCCC1)C)C. The result is 0 (inactive).